From a dataset of Forward reaction prediction with 1.9M reactions from USPTO patents (1976-2016). Predict the product of the given reaction. (1) Given the reactants [C:1]([C:4]1[CH:9]=[CH:8][C:7]([NH:10][C:11](=[O:13])[CH3:12])=[CH:6][C:5]=1[O:14]CC=C)(=[O:3])[CH3:2].O.C(OCC)(=O)C.CN1C[CH2:29][CH2:28][C:27]1=O, predict the reaction product. The product is: [C:1]([C:4]1[CH:9]=[CH:8][C:7]([NH:10][C:11](=[O:13])[CH3:12])=[C:6]([CH2:29][CH:28]=[CH2:27])[C:5]=1[OH:14])(=[O:3])[CH3:2]. (2) Given the reactants [NH2:1][C:2]1[N:7]=[CH:6][N:5]=[C:4]([NH:8][C@H:9]([C:11]2[N:16]([C:17]3[CH:22]=[CH:21][CH:20]=[CH:19][CH:18]=3)[C:15](=[O:23])[C:14]3=[C:24]([CH3:27])[CH:25]=[CH:26][N:13]3[N:12]=2)[CH3:10])[C:3]=1[C:28]1[CH:33]=[C:32]([C:34]([F:37])([F:36])[F:35])[N:31]=[C:30]([O:38]C)[CH:29]=1.B(Br)(Br)Br, predict the reaction product. The product is: [NH2:1][C:2]1[N:7]=[CH:6][N:5]=[C:4]([NH:8][C@H:9]([C:11]2[N:16]([C:17]3[CH:22]=[CH:21][CH:20]=[CH:19][CH:18]=3)[C:15](=[O:23])[C:14]3=[C:24]([CH3:27])[CH:25]=[CH:26][N:13]3[N:12]=2)[CH3:10])[C:3]=1[C:28]1[CH:33]=[C:32]([C:34]([F:36])([F:37])[F:35])[N:31]=[C:30]([OH:38])[CH:29]=1.